This data is from Reaction yield outcomes from USPTO patents with 853,638 reactions. The task is: Predict the reaction yield, written as a fraction of the theoretical maximum amount of product (1.0 means a 100% yield; for example, 0.34 means a 34% yield). (1) The reactants are [C:1]([O:5][C:6]([N:8]1[CH2:15][CH2:14][CH2:13][C@H:9]1[C:10]([OH:12])=[O:11])=[O:7])([CH3:4])([CH3:3])[CH3:2].CCN(C(C)C)C(C)C.Br[CH2:26][C:27]([C:29]1[CH:34]=[CH:33][C:32]([O:35][CH3:36])=[CH:31][CH:30]=1)=[O:28]. The catalyst is C(Cl)Cl. The product is [N:8]1([C:6]([O:5][C:1]([CH3:4])([CH3:2])[CH3:3])=[O:7])[CH2:15][CH2:14][CH2:13][C@H:9]1[C:10]([O:12][CH2:26][C:27]([C:29]1[CH:34]=[CH:33][C:32]([O:35][CH3:36])=[CH:31][CH:30]=1)=[O:28])=[O:11]. The yield is 0.890. (2) The reactants are [CH2:1]1[O:6][C:4](=[O:5])[NH:3][C@@H:2]1[CH2:7][C:8]1[CH:13]=[CH:12][CH:11]=[CH:10][CH:9]=1.[Li]CCCC.[Br:19][CH2:20][C:21](Br)=[O:22].CCOC(C)=O.CCCCCC. The catalyst is C1COCC1.C(OCC)(=O)C. The product is [CH2:7]([C@@H:2]1[CH2:1][O:6][C:4](=[O:5])[N:3]1[C:21](=[O:22])[CH2:20][Br:19])[C:8]1[CH:9]=[CH:10][CH:11]=[CH:12][CH:13]=1. The yield is 0.796.